From a dataset of Catalyst prediction with 721,799 reactions and 888 catalyst types from USPTO. Predict which catalyst facilitates the given reaction. (1) Reactant: [F:1][C:2]1[CH:10]=[C:9]2[C:5]([C:6]([C:12]3[N:13]=[C:14]4[C:20]([C:21]([NH:23][C:24]([CH3:28])([CH3:27])[CH2:25][OH:26])=[O:22])=[CH:19][N:18](COCC[Si](C)(C)C)[C:15]4=[N:16][CH:17]=3)=[N:7][N:8]2[CH3:11])=[CH:4][CH:3]=1.FC(F)(F)C(O)=[O:40].C(N)CN. Product: [F:1][C:2]1[CH:10]=[C:9]2[C:5]([C:6]([C:12]3[N:13]=[C:14]4[C:20]([C:21]([OH:40])=[O:22])=[CH:19][NH:18][C:15]4=[N:16][CH:17]=3)=[N:7][N:8]2[CH3:11])=[CH:4][CH:3]=1.[OH:26][CH2:25][C:24]([NH-:23])([CH3:28])[CH3:27]. The catalyst class is: 4. (2) Reactant: [CH2:1]([CH:8]1[CH2:13][CH2:12][N:11]([CH2:14][C@H:15]2[CH2:19][CH2:18][C@@H:17]([NH:20][C:21]([C@:23]34[CH2:49][CH2:48][C@@H:47]([C:50]([CH3:52])=[CH2:51])[C@@H:24]3[C@@H:25]3[C@@:38]([CH3:41])([CH2:39][CH2:40]4)[C@@:37]4([CH3:42])[C@@H:28]([C@:29]5([CH3:46])[C@@H:34]([CH2:35][CH2:36]4)[C:33]([CH3:44])([CH3:43])[C@@H:32]([OH:45])[CH2:31][CH2:30]5)[CH2:27][CH2:26]3)=[O:22])[CH2:16]2)[CH2:10][CH2:9]1)[C:2]1[CH:7]=[CH:6][CH:5]=[CH:4][CH:3]=1.N1C=CC=CC=1.[C:59]1(=[O:66])[O:65][C:63](=[O:64])[CH2:62][CH2:61][CH2:60]1. Product: [CH2:1]([CH:8]1[CH2:13][CH2:12][N:11]([CH2:14][C@H:15]2[CH2:19][CH2:18][C@@H:17]([NH:20][C:21]([C@:23]34[CH2:49][CH2:48][C@@H:47]([C:50]([CH3:52])=[CH2:51])[C@@H:24]3[C@@H:25]3[C@@:38]([CH3:41])([CH2:39][CH2:40]4)[C@@:37]4([CH3:42])[C@@H:28]([C@:29]5([CH3:46])[C@@H:34]([CH2:35][CH2:36]4)[C:33]([CH3:44])([CH3:43])[C@@H:32]([O:45][C:59](=[O:66])[CH2:60][CH2:61][CH2:62][C:63]([OH:65])=[O:64])[CH2:31][CH2:30]5)[CH2:27][CH2:26]3)=[O:22])[CH2:16]2)[CH2:10][CH2:9]1)[C:2]1[CH:7]=[CH:6][CH:5]=[CH:4][CH:3]=1. The catalyst class is: 13.